The task is: Regression. Given two drug SMILES strings and cell line genomic features, predict the synergy score measuring deviation from expected non-interaction effect.. This data is from NCI-60 drug combinations with 297,098 pairs across 59 cell lines. (1) Cell line: SW-620. Drug 2: CC1=C(C(=O)C2=C(C1=O)N3CC4C(C3(C2COC(=O)N)OC)N4)N. Synergy scores: CSS=56.4, Synergy_ZIP=5.64, Synergy_Bliss=7.52, Synergy_Loewe=8.89, Synergy_HSA=11.9. Drug 1: C1=C(C(=O)NC(=O)N1)N(CCCl)CCCl. (2) Drug 1: COC1=NC(=NC2=C1N=CN2C3C(C(C(O3)CO)O)O)N. Drug 2: C1=NC2=C(N=C(N=C2N1C3C(C(C(O3)CO)O)F)Cl)N. Cell line: UO-31. Synergy scores: CSS=2.34, Synergy_ZIP=-0.538, Synergy_Bliss=-0.0506, Synergy_Loewe=-8.49, Synergy_HSA=-2.74. (3) Drug 1: C1=CC(=CC=C1C#N)C(C2=CC=C(C=C2)C#N)N3C=NC=N3. Drug 2: CCCCC(=O)OCC(=O)C1(CC(C2=C(C1)C(=C3C(=C2O)C(=O)C4=C(C3=O)C=CC=C4OC)O)OC5CC(C(C(O5)C)O)NC(=O)C(F)(F)F)O. Cell line: HCC-2998. Synergy scores: CSS=64.6, Synergy_ZIP=-3.64, Synergy_Bliss=-6.02, Synergy_Loewe=-2.59, Synergy_HSA=-2.19. (4) Drug 1: C1=CC(=CC=C1CCCC(=O)O)N(CCCl)CCCl. Drug 2: CNC(=O)C1=NC=CC(=C1)OC2=CC=C(C=C2)NC(=O)NC3=CC(=C(C=C3)Cl)C(F)(F)F. Cell line: NCI-H226. Synergy scores: CSS=32.0, Synergy_ZIP=-5.74, Synergy_Bliss=-1.91, Synergy_Loewe=-9.90, Synergy_HSA=-1.08.